From a dataset of Reaction yield outcomes from USPTO patents with 853,638 reactions. Predict the reaction yield, written as a fraction of the theoretical maximum amount of product (1.0 means a 100% yield; for example, 0.34 means a 34% yield). (1) The reactants are [OH:1][C:2]1[C:11]2[C:6](=[CH:7][CH:8]=[CH:9][CH:10]=2)[C@@:5]([CH3:17])([CH2:12][CH2:13][CH:14]([CH3:16])[CH3:15])[C:4](=[O:18])[C:3]=1[C:19]1[NH:24][C:23]2[CH:25]=[CH:26][C:27]([NH:29][S:30]([C:33]3[CH:34]=[C:35]4[C:40](=[CH:41][CH:42]=3)[CH:39]=[C:38]([NH:43][C:44](=[O:46])[CH3:45])[CH:37]=[CH:36]4)(=[O:32])=[O:31])=[CH:28][C:22]=2[S:21](=[O:48])(=[O:47])[N:20]=1.[OH-].[Na+:50]. The catalyst is O. The product is [C:44]([NH:43][C:38]1[CH:39]=[C:40]2[C:35](=[CH:36][CH:37]=1)[CH:34]=[C:33]([S:30]([NH:29][C:27]1[CH:26]=[CH:25][C:23]3[NH:24][C:19]([C:3]4[C:4](=[O:18])[C@:5]([CH3:17])([CH2:12][CH2:13][CH:14]([CH3:15])[CH3:16])[C:6]5[C:11](=[CH:10][CH:9]=[CH:8][CH:7]=5)[C:2]=4[O-:1])=[N:20][S:21](=[O:48])(=[O:47])[C:22]=3[CH:28]=1)(=[O:32])=[O:31])[CH:42]=[CH:41]2)(=[O:46])[CH3:45].[Na+:50]. The yield is 1.00. (2) The reactants are Br[C:2]1[S:3][C:4]2[CH2:5][C:6]3[C:12]([C:13]4[CH:18]=[CH:17][C:16]([O:19][CH3:20])=[CH:15][CH:14]=4)=[N:11][N:10]([CH2:21][O:22][CH2:23][CH2:24][Si:25]([CH3:28])([CH3:27])[CH3:26])[C:7]=3[C:8]=2[CH:9]=1.CC1(C)C(C)(C)OB([C:37]2[CH:42]=[CH:41][N:40]=[CH:39][CH:38]=2)O1.C([O-])([O-])=O.[Na+].[Na+]. The catalyst is C1(C)C=CC=CC=1.C(O)C.Cl[Pd](Cl)([P](C1C=CC=CC=1)(C1C=CC=CC=1)C1C=CC=CC=1)[P](C1C=CC=CC=1)(C1C=CC=CC=1)C1C=CC=CC=1. The product is [CH3:20][O:19][C:16]1[CH:15]=[CH:14][C:13]([C:12]2[C:6]3[CH2:5][C:4]4[S:3][C:2]([C:37]5[CH:42]=[CH:41][N:40]=[CH:39][CH:38]=5)=[CH:9][C:8]=4[C:7]=3[N:10]([CH2:21][O:22][CH2:23][CH2:24][Si:25]([CH3:26])([CH3:28])[CH3:27])[N:11]=2)=[CH:18][CH:17]=1. The yield is 0.650. (3) The reactants are I[C:2]1[C:10]2[C:5](=[N:6][CH:7]=[C:8]([C:11]3[CH:12]=[C:13]([C:17]([N:19]4[CH2:24][CH2:23][O:22][CH2:21][CH2:20]4)=[O:18])[CH:14]=[CH:15][CH:16]=3)[CH:9]=2)[N:4]([CH2:25][O:26][CH2:27][CH2:28][Si:29]([CH3:32])([CH3:31])[CH3:30])[N:3]=1.F[C:34](F)(F)[C:35]1C=C(B(O)O)[CH:38]=[CH:39][CH:40]=1.[C:46](=[O:49])([O-])[O-].[Na+].[Na+].C(#[N:54])C. The catalyst is [Br-].[Na+].C(OCC)(=O)C. The product is [CH3:46][O:49][C:34]1[C:35]([C:2]2[C:10]3[C:5](=[N:6][CH:7]=[C:8]([C:11]4[CH:12]=[C:13]([C:17]([N:19]5[CH2:24][CH2:23][O:22][CH2:21][CH2:20]5)=[O:18])[CH:14]=[CH:15][CH:16]=4)[CH:9]=3)[N:4]([CH2:25][O:26][CH2:27][CH2:28][Si:29]([CH3:32])([CH3:31])[CH3:30])[N:3]=2)=[CH:40][CH:39]=[CH:38][N:54]=1. The yield is 1.16.